From a dataset of Forward reaction prediction with 1.9M reactions from USPTO patents (1976-2016). Predict the product of the given reaction. (1) Given the reactants [CH3:1][O:2][C:3]1[CH:12]=[CH:11][C:6]2[N:7]=[C:8]([CH3:10])[S:9][C:5]=2[CH:4]=1.[F:13][B-:14]([F:17])([F:16])[F:15].[CH2:18]([O+](CC)CC)[CH3:19], predict the reaction product. The product is: [F:13][B-:14]([F:17])([F:16])[F:15].[CH2:18]([N+:7]1[C:6]2[CH:11]=[CH:12][C:3]([O:2][CH3:1])=[CH:4][C:5]=2[S:9][C:8]=1[CH3:10])[CH3:19]. (2) Given the reactants [CH2:1]([O:3][CH:4]([O:16][CH2:17][CH3:18])[C:5](=[O:15])[C:6]([C:8]1[CH:13]=[CH:12][C:11](F)=[CH:10][CH:9]=1)=[O:7])[CH3:2].[NH:19]1[CH2:24][CH2:23][O:22][CH2:21][CH2:20]1, predict the reaction product. The product is: [CH2:1]([O:3][CH:4]([O:16][CH2:17][CH3:18])[C:5](=[O:15])[C:6]([C:8]1[CH:13]=[CH:12][C:11]([N:19]2[CH2:24][CH2:23][O:22][CH2:21][CH2:20]2)=[CH:10][CH:9]=1)=[O:7])[CH3:2]. (3) The product is: [ClH:1].[ClH:1].[CH2:46]([N:25]([CH2:23][CH3:24])[CH2:26][CH2:27][NH:28][C:29]([C:31]1[C:44]2[C:35](=[CH:36][C:37]3[C:42]([N:43]=2)=[CH:41][CH:40]=[CH:39][CH:38]=3)[CH:34]=[CH:33][C:32]=1[I:45])=[O:30])[CH3:47]. Given the reactants [ClH:1].C(N(CC)CCNC(C1C=CC2C(=CC=C(I)C=2)C=1)=O)C.[CH2:23]([N:25]([CH2:46][CH3:47])[CH2:26][CH2:27][NH:28][C:29]([C:31]1[C:44]2[C:35](=[CH:36][C:37]3[C:42]([N:43]=2)=[CH:41][CH:40]=[CH:39][CH:38]=3)[CH:34]=[CH:33][C:32]=1[I:45])=[O:30])[CH3:24].[K+].[Br-], predict the reaction product. (4) The product is: [CH3:1][C:2]1[CH:7]=[CH:6][C:5]([S:8]([O:11][CH2:12][CH:13]2[CH2:17][C:16]3[C:18]([C:25]4[CH:26]=[CH:27][CH:28]=[CH:29][C:24]=4[CH3:23])=[CH:19][CH:20]=[CH:21][C:15]=3[O:14]2)(=[O:10])=[O:9])=[CH:4][CH:3]=1. Given the reactants [CH3:1][C:2]1[CH:7]=[CH:6][C:5]([S:8]([O:11][CH2:12][CH:13]2[CH2:17][C:16]3[C:18](Br)=[CH:19][CH:20]=[CH:21][C:15]=3[O:14]2)(=[O:10])=[O:9])=[CH:4][CH:3]=1.[CH3:23][C:24]1[CH:29]=[CH:28][CH:27]=[CH:26][C:25]=1B(O)O.C(=O)([O-])[O-].[K+].[K+], predict the reaction product. (5) Given the reactants FC(F)(F)COP([CH2:13][C:14](=[O:41])[N:15]([C:29]1[CH:37]=[C:36]2[C:32]([CH2:33][CH2:34][N:35]2[C:38](=[O:40])[CH3:39])=[CH:31][CH:30]=1)[CH:16]1[CH2:21][CH2:20][N:19]([CH2:22][C:23]2[CH:28]=[CH:27][CH:26]=[CH:25][CH:24]=2)[CH2:18][CH2:17]1)(=O)OCC(F)(F)F.C1OCCOCCOCCOCCOCCOC1.C[Si]([N-][Si](C)(C)C)(C)C.[K+].[CH:72](=O)[C:73]1[CH:78]=[CH:77][CH:76]=[CH:75][CH:74]=1, predict the reaction product. The product is: [C:38]([N:35]1[C:36]2[C:32](=[CH:31][CH:30]=[C:29]([N:15]([CH:16]3[CH2:21][CH2:20][N:19]([CH2:22][C:23]4[CH:28]=[CH:27][CH:26]=[CH:25][CH:24]=4)[CH2:18][CH2:17]3)[C:14](=[O:41])/[CH:13]=[CH:72]\[C:73]3[CH:78]=[CH:77][CH:76]=[CH:75][CH:74]=3)[CH:37]=2)[CH2:33][CH2:34]1)(=[O:40])[CH3:39].